From a dataset of NCI-60 drug combinations with 297,098 pairs across 59 cell lines. Regression. Given two drug SMILES strings and cell line genomic features, predict the synergy score measuring deviation from expected non-interaction effect. (1) Drug 1: CC(C)(C#N)C1=CC(=CC(=C1)CN2C=NC=N2)C(C)(C)C#N. Drug 2: CCC1(C2=C(COC1=O)C(=O)N3CC4=CC5=C(C=CC(=C5CN(C)C)O)N=C4C3=C2)O.Cl. Cell line: KM12. Synergy scores: CSS=20.2, Synergy_ZIP=-4.42, Synergy_Bliss=-1.28, Synergy_Loewe=-9.32, Synergy_HSA=-3.18. (2) Drug 1: CC12CCC3C(C1CCC2=O)CC(=C)C4=CC(=O)C=CC34C. Drug 2: C#CCC(CC1=CN=C2C(=N1)C(=NC(=N2)N)N)C3=CC=C(C=C3)C(=O)NC(CCC(=O)O)C(=O)O. Cell line: NCI/ADR-RES. Synergy scores: CSS=22.0, Synergy_ZIP=1.49, Synergy_Bliss=0.727, Synergy_Loewe=1.59, Synergy_HSA=1.05.